This data is from Reaction yield outcomes from USPTO patents with 853,638 reactions. The task is: Predict the reaction yield, written as a fraction of the theoretical maximum amount of product (1.0 means a 100% yield; for example, 0.34 means a 34% yield). (1) The reactants are [Br:1][C:2]1[CH:7]=[CH:6][C:5](/[CH:8]=[CH:9]/[CH:10]=[N:11]/N(C)C)=[C:4]([O:15][CH2:16][C:17]#[CH:18])[CH:3]=1.C(C1C=C(C)C=C(C(C)(C)C)C=1O)(C)(C)C. The catalyst is C1(C)C=C(C)C=C(C)C=1. The product is [Br:1][C:2]1[CH:7]=[CH:6][C:5]2[C:8]3[C:17](=[CH:18][N:11]=[CH:10][CH:9]=3)[CH2:16][O:15][C:4]=2[CH:3]=1. The yield is 0.250. (2) The reactants are [Cl:1][C:2]1[CH:3]=[C:4]([NH:9][CH:10]([C:12]2[CH:13]=[C:14]([C:29](O)=[O:30])[CH:15]=[C:16]3[C:21]=2[O:20][C:19]([N:22]2[CH2:27][CH2:26][O:25][CH2:24][CH2:23]2)=[CH:18][C:17]3=[O:28])[CH3:11])[CH:5]=[CH:6][C:7]=1[F:8].[NH:32]1[CH2:37][CH2:36][CH:35]([OH:38])[CH2:34][CH2:33]1. No catalyst specified. The product is [Cl:1][C:2]1[CH:3]=[C:4]([NH:9][CH:10]([C:12]2[CH:13]=[C:14]([C:29]([N:32]3[CH2:37][CH2:36][CH:35]([OH:38])[CH2:34][CH2:33]3)=[O:30])[CH:15]=[C:16]3[C:21]=2[O:20][C:19]([N:22]2[CH2:23][CH2:24][O:25][CH2:26][CH2:27]2)=[CH:18][C:17]3=[O:28])[CH3:11])[CH:5]=[CH:6][C:7]=1[F:8]. The yield is 0.742. (3) The reactants are O[CH2:2][C:3]1[N:4]=[CH:5][C:6]([NH:9][C:10](=[O:32])[C:11]2[CH:16]=[C:15]([O:17][C:18]3[CH:23]=[CH:22][C:21]([S:24]([CH3:27])(=[O:26])=[O:25])=[CH:20][CH:19]=3)[CH:14]=[C:13]([O:28][CH:29]([CH3:31])[CH3:30])[CH:12]=2)=[N:7][CH:8]=1.P(Br)(Br)Br.[CH2:37]([O:39][P:40]([O:44]CC)[O:41][CH2:42][CH3:43])[CH3:38]. The catalyst is ClC(Cl)C.C(Cl)Cl. The product is [CH:29]([O:28][C:13]1[CH:12]=[C:11]([CH:16]=[C:15]([O:17][C:18]2[CH:23]=[CH:22][C:21]([S:24]([CH3:27])(=[O:25])=[O:26])=[CH:20][CH:19]=2)[CH:14]=1)[C:10]([NH:9][C:6]1[CH:5]=[N:4][C:3]([CH2:2][P:40](=[O:44])([O:41][CH2:42][CH3:43])[O:39][CH2:37][CH3:38])=[CH:8][N:7]=1)=[O:32])([CH3:30])[CH3:31]. The yield is 0.200.